This data is from Forward reaction prediction with 1.9M reactions from USPTO patents (1976-2016). The task is: Predict the product of the given reaction. (1) Given the reactants [CH3:1][C:2]1[CH:3]=[C:4]([CH:8]=[CH:9][C:10]=1[C:11]([N:13]1[CH2:17][CH2:16][CH2:15][CH2:14]1)=[O:12])[C:5]([OH:7])=O.CN(C(ON1N=NC2C=CC=CC1=2)=[N+](C)C)C.[B-](F)(F)(F)F.C(N(C(C)C)CC)(C)C.[Cl:49][C:50]1[CH:71]=[CH:70][C:53]2[NH:54][C:55]([CH:57]([NH2:69])[CH2:58][C:59]3[CH:64]=[CH:63][C:62]([O:65][CH:66]([F:68])[F:67])=[CH:61][CH:60]=3)=[N:56][C:52]=2[CH:51]=1.ClCl, predict the reaction product. The product is: [Cl:49][C:50]1[CH:71]=[CH:70][C:53]2[NH:54][C:55]([CH:57]([NH:69][C:5](=[O:7])[C:4]3[CH:8]=[CH:9][C:10]([C:11]([N:13]4[CH2:17][CH2:16][CH2:15][CH2:14]4)=[O:12])=[C:2]([CH3:1])[CH:3]=3)[CH2:58][C:59]3[CH:60]=[CH:61][C:62]([O:65][CH:66]([F:68])[F:67])=[CH:63][CH:64]=3)=[N:56][C:52]=2[CH:51]=1. (2) Given the reactants [F:1][C:2]1[C:11]2[CH2:10][N:9]([C@H:12]([CH:16]([CH3:18])[CH3:17])[C:13]([OH:15])=O)[C:8](=[O:19])[C:7]3=[CH:20][NH:21][C:5]([C:6]=23)=[N:4][CH:3]=1.C1C=C2N=NN(O)C2=CC=1.O.CCN=C=NCCCN(C)C.Cl.[F:45][CH:46]([F:51])[CH:47]1[CH2:50][NH:49][CH2:48]1.CN1CCOCC1, predict the reaction product. The product is: [F:45][CH:46]([F:51])[CH:47]1[CH2:50][N:49]([C:13](=[O:15])[C@H:12]([N:9]2[C:8](=[O:19])[C:7]3=[CH:20][NH:21][C:5]4[C:6]3=[C:11]([C:2]([F:1])=[CH:3][N:4]=4)[CH2:10]2)[CH:16]([CH3:17])[CH3:18])[CH2:48]1.